The task is: Predict the reaction yield, written as a fraction of the theoretical maximum amount of product (1.0 means a 100% yield; for example, 0.34 means a 34% yield).. This data is from Reaction yield outcomes from USPTO patents with 853,638 reactions. The reactants are [C:1]([N:4]1[C:13]2[C:8](=[CH:9][C:10]([C:14]3[CH:19]=[CH:18][C:17]([CH:20]=O)=[CH:16][CH:15]=3)=[CH:11][CH:12]=2)[CH:7]([NH:22][CH:23]=[O:24])[CH2:6][CH:5]1[CH3:25])(=[O:3])[CH3:2].[NH:26]1[CH2:31][CH2:30][CH2:29][CH2:28][CH2:27]1.C(O)(=O)C.C([O-])(O)=O.[Na+]. The catalyst is ClC(Cl)C. The product is [C:1]([N:4]1[C:13]2[C:8](=[CH:9][C:10]([C:14]3[CH:15]=[CH:16][C:17]([CH2:20][N:26]4[CH2:31][CH2:30][CH2:29][CH2:28][CH2:27]4)=[CH:18][CH:19]=3)=[CH:11][CH:12]=2)[C@H:7]([NH:22][CH:23]=[O:24])[CH2:6][C@@H:5]1[CH3:25])(=[O:3])[CH3:2]. The yield is 0.956.